From a dataset of Forward reaction prediction with 1.9M reactions from USPTO patents (1976-2016). Predict the product of the given reaction. (1) Given the reactants [CH2:1]([C:13]1[CH:22]=[CH:21][C:16]([C:17]([NH:19][NH2:20])=[O:18])=[CH:15][CH:14]=1)[CH2:2][CH2:3][CH2:4][CH2:5][CH2:6][CH2:7][CH2:8][CH2:9][CH2:10][CH2:11][CH3:12].[C:23]([C:25]1([C:28](O)=[O:29])[CH2:27][CH2:26]1)#[N:24], predict the reaction product. The product is: [C:23]([C:25]1([C:28]([NH:20][NH:19][C:17](=[O:18])[C:16]2[CH:15]=[CH:14][C:13]([CH2:1][CH2:2][CH2:3][CH2:4][CH2:5][CH2:6][CH2:7][CH2:8][CH2:9][CH2:10][CH2:11][CH3:12])=[CH:22][CH:21]=2)=[O:29])[CH2:27][CH2:26]1)#[N:24]. (2) Given the reactants Cl[C:2]1[S:3][C:4]2[C:10]([C:11]3[CH:16]=[CH:15][CH:14]=[CH:13][CH:12]=3)=[CH:9][CH:8]=[C:7]([O:17][CH3:18])[C:5]=2[N:6]=1.[NH2:19][CH2:20][C:21]1[CH:22]=[N:23][CH:24]=[CH:25][CH:26]=1, predict the reaction product. The product is: [CH3:18][O:17][C:7]1[C:5]2[N:6]=[C:2]([NH:19][CH2:20][C:21]3[CH:22]=[N:23][CH:24]=[CH:25][CH:26]=3)[S:3][C:4]=2[C:10]([C:11]2[CH:16]=[CH:15][CH:14]=[CH:13][CH:12]=2)=[CH:9][CH:8]=1.